This data is from NCI-60 drug combinations with 297,098 pairs across 59 cell lines. The task is: Regression. Given two drug SMILES strings and cell line genomic features, predict the synergy score measuring deviation from expected non-interaction effect. (1) Drug 1: C1=CC(=C2C(=C1NCCNCCO)C(=O)C3=C(C=CC(=C3C2=O)O)O)NCCNCCO. Drug 2: CCN(CC)CCNC(=O)C1=C(NC(=C1C)C=C2C3=C(C=CC(=C3)F)NC2=O)C. Cell line: SF-295. Synergy scores: CSS=59.6, Synergy_ZIP=1.06, Synergy_Bliss=-0.464, Synergy_Loewe=-25.3, Synergy_HSA=-0.240. (2) Drug 1: C1=CC(=CC=C1CCC2=CNC3=C2C(=O)NC(=N3)N)C(=O)NC(CCC(=O)O)C(=O)O. Drug 2: CC1C(C(CC(O1)OC2CC(CC3=C2C(=C4C(=C3O)C(=O)C5=C(C4=O)C(=CC=C5)OC)O)(C(=O)C)O)N)O.Cl. Cell line: NCI-H226. Synergy scores: CSS=11.3, Synergy_ZIP=-4.97, Synergy_Bliss=0.0534, Synergy_Loewe=0.493, Synergy_HSA=0.921. (3) Drug 1: CS(=O)(=O)C1=CC(=C(C=C1)C(=O)NC2=CC(=C(C=C2)Cl)C3=CC=CC=N3)Cl. Drug 2: C1=CC=C(C=C1)NC(=O)CCCCCCC(=O)NO. Cell line: A498. Synergy scores: CSS=10.8, Synergy_ZIP=-1.77, Synergy_Bliss=1.64, Synergy_Loewe=-0.192, Synergy_HSA=1.39. (4) Drug 1: CC1=C(C=C(C=C1)NC(=O)C2=CC=C(C=C2)CN3CCN(CC3)C)NC4=NC=CC(=N4)C5=CN=CC=C5. Drug 2: C1CCC(C(C1)N)N.C(=O)(C(=O)[O-])[O-].[Pt+4]. Cell line: RPMI-8226. Synergy scores: CSS=38.0, Synergy_ZIP=2.77, Synergy_Bliss=7.71, Synergy_Loewe=-14.7, Synergy_HSA=3.25. (5) Drug 1: CC1C(C(CC(O1)OC2CC(OC(C2O)C)OC3=CC4=CC5=C(C(=O)C(C(C5)C(C(=O)C(C(C)O)O)OC)OC6CC(C(C(O6)C)O)OC7CC(C(C(O7)C)O)OC8CC(C(C(O8)C)O)(C)O)C(=C4C(=C3C)O)O)O)O. Drug 2: C1CNP(=O)(OC1)N(CCCl)CCCl. Cell line: SR. Synergy scores: CSS=59.7, Synergy_ZIP=-0.171, Synergy_Bliss=-0.821, Synergy_Loewe=-33.7, Synergy_HSA=-0.228. (6) Drug 1: CCCCC(=O)OCC(=O)C1(CC(C2=C(C1)C(=C3C(=C2O)C(=O)C4=C(C3=O)C=CC=C4OC)O)OC5CC(C(C(O5)C)O)NC(=O)C(F)(F)F)O. Drug 2: C1C(C(OC1N2C=NC3=C2NC=NCC3O)CO)O. Cell line: PC-3. Synergy scores: CSS=35.2, Synergy_ZIP=0.579, Synergy_Bliss=-3.82, Synergy_Loewe=-5.33, Synergy_HSA=-3.20. (7) Drug 1: CC(CN1CC(=O)NC(=O)C1)N2CC(=O)NC(=O)C2. Drug 2: CCC(=C(C1=CC=CC=C1)C2=CC=C(C=C2)OCCN(C)C)C3=CC=CC=C3.C(C(=O)O)C(CC(=O)O)(C(=O)O)O. Cell line: OVCAR-8. Synergy scores: CSS=21.5, Synergy_ZIP=-5.40, Synergy_Bliss=-0.190, Synergy_Loewe=-1.19, Synergy_HSA=-1.10.